From a dataset of Full USPTO retrosynthesis dataset with 1.9M reactions from patents (1976-2016). Predict the reactants needed to synthesize the given product. (1) Given the product [Cl:4][C:5]1[CH:6]=[CH:7][C:8]([F:18])=[C:9]([C:11]2[O:15][N:14]=[C:13]([CH:16]([OH:17])[CH3:19])[CH:12]=2)[CH:10]=1, predict the reactants needed to synthesize it. The reactants are: C[Mg]I.[Cl:4][C:5]1[CH:6]=[CH:7][C:8]([F:18])=[C:9]([C:11]2[O:15][N:14]=[C:13]([CH:16]=[O:17])[CH:12]=2)[CH:10]=1.[C:19](OCC)(=O)C.[Cl-].[NH4+]. (2) Given the product [C:24]([C:21]1([NH:20][C:18](=[O:19])[C@H:13]([CH2:14][CH:15]([CH3:17])[CH3:16])[NH:12][C@@H:8]([C:5]2[CH:6]=[CH:7][C:2]([C:31]3[CH:32]=[CH:33][C:28]([S:27][CH3:26])=[CH:29][CH:30]=3)=[CH:3][CH:4]=2)[CH:9]([F:11])[F:10])[CH2:23][CH2:22]1)#[N:25], predict the reactants needed to synthesize it. The reactants are: Br[C:2]1[CH:7]=[CH:6][C:5]([C@H:8]([NH:12][C@H:13]([C:18]([NH:20][C:21]2([C:24]#[N:25])[CH2:23][CH2:22]2)=[O:19])[CH2:14][CH:15]([CH3:17])[CH3:16])[CH:9]([F:11])[F:10])=[CH:4][CH:3]=1.[CH3:26][S:27][C:28]1[CH:33]=[CH:32][C:31](B(O)O)=[CH:30][CH:29]=1.C([O-])([O-])=O.[Na+].[Na+].C(=O)(O)[O-].[Na+]. (3) Given the product [CH3:11][O:12][CH2:13][CH2:14][O:15][CH2:16][C:17]1[C:18]([C:19]([O:21][C:2]2[CH:8]3[CH2:9][CH:5]([CH2:6][CH2:7]3)[C:4](=[O:10])[CH:3]=2)=[O:20])=[CH:22][CH:23]=[C:24]([C:26]([F:29])([F:27])[F:28])[N:25]=1, predict the reactants needed to synthesize it. The reactants are: Br[C:2]1[CH:8]2[CH2:9][CH:5]([CH2:6][CH2:7]2)[C:4](=[O:10])[CH:3]=1.[CH3:11][O:12][CH2:13][CH2:14][O:15][CH2:16][C:17]1[N:25]=[C:24]([C:26]([F:29])([F:28])[F:27])[CH:23]=[CH:22][C:18]=1[C:19]([OH:21])=[O:20].CCN(C(C)C)C(C)C. (4) Given the product [CH3:22][N:23]1[CH2:28][CH2:27][N:26]([CH2:2][C:3]2[S:12][C:6]3[N:7]=[CH:8][N:9]=[C:10]([NH2:11])[C:5]=3[C:4]=2[C:13]2[CH:18]=[CH:17][C:16]([N+:19]([O-:21])=[O:20])=[CH:15][CH:14]=2)[CH2:25][CH2:24]1, predict the reactants needed to synthesize it. The reactants are: Br[CH2:2][C:3]1[S:12][C:6]2[N:7]=[CH:8][N:9]=[C:10]([NH2:11])[C:5]=2[C:4]=1[C:13]1[CH:18]=[CH:17][C:16]([N+:19]([O-:21])=[O:20])=[CH:15][CH:14]=1.[CH3:22][N:23]1[CH2:28][CH2:27][NH:26][CH2:25][CH2:24]1. (5) Given the product [Cl:16][C:10]1[CH:11]=[CH:12][C:13]([I:15])=[CH:14][C:9]=1[CH2:8][NH:18][C:19](=[O:20])[O:2][CH3:1], predict the reactants needed to synthesize it. The reactants are: [C:1](=O)([O-])[O-:2].[K+].[K+].Br[CH2:8][C:9]1[CH:14]=[C:13]([I:15])[CH:12]=[CH:11][C:10]=1[Cl:16].C[N:18](C)[CH:19]=[O:20]. (6) The reactants are: [CH2:1]=[C:2]1[CH2:16][C@@H:5]2[CH2:6][N:7](C(OC(C)(C)C)=O)[CH2:8][C@@H:4]2[CH2:3]1.C(O)(C(F)(F)F)=O.CCC1(C2C=CC(N)=CC=2)C(=O)NC(=O)CC1.[OH-]. Given the product [CH3:1][C:2]1[CH2:3][C@H:4]2[CH2:8][NH:7][CH2:6][C@H:5]2[CH:16]=1, predict the reactants needed to synthesize it. (7) Given the product [Cl:1][C:2]1[C:3]([OH:45])=[C:4]([C:8]2[C:16]3[C:15]([NH:17][C@H:18]([C:20]4[N:25]([C:26]5[CH:31]=[CH:30][CH:29]=[CH:28][CH:27]=5)[C:24](=[O:32])[C:23]5=[C:33]([CH3:36])[CH:34]=[CH:35][N:22]5[N:21]=4)[CH3:19])=[N:14][CH:13]=[N:12][C:11]=3[NH:10][CH:9]=2)[CH:5]=[CH:6][CH:7]=1, predict the reactants needed to synthesize it. The reactants are: [Cl:1][C:2]1[C:3]([OH:45])=[C:4]([C:8]2[C:16]3[C:15]([NH:17][C@H:18]([C:20]4[N:25]([C:26]5[CH:31]=[CH:30][CH:29]=[CH:28][CH:27]=5)[C:24](=[O:32])[C:23]5=[C:33]([CH3:36])[CH:34]=[CH:35][N:22]5[N:21]=4)[CH3:19])=[N:14][CH:13]=[N:12][C:11]=3[N:10](COCC[Si](C)(C)C)[CH:9]=2)[CH:5]=[CH:6][CH:7]=1.FC(F)(F)C(O)=O.N. (8) Given the product [F:1][C:2]1[CH:3]=[C:4]([S:9]([NH:19][C:20]2[CH:24]=[CH:23][S:22][C:21]=2[C:25]([O:27][CH3:28])=[O:26])(=[O:11])=[O:10])[CH:5]=[CH:6][C:7]=1[CH3:8], predict the reactants needed to synthesize it. The reactants are: [F:1][C:2]1[CH:3]=[C:4]([S:9](Cl)(=[O:11])=[O:10])[CH:5]=[CH:6][C:7]=1[CH3:8].N1C=CC=CC=1.[NH2:19][C:20]1[CH:24]=[CH:23][S:22][C:21]=1[C:25]([O:27][CH3:28])=[O:26].